From a dataset of NCI-60 drug combinations with 297,098 pairs across 59 cell lines. Regression. Given two drug SMILES strings and cell line genomic features, predict the synergy score measuring deviation from expected non-interaction effect. Drug 1: CC12CCC(CC1=CCC3C2CCC4(C3CC=C4C5=CN=CC=C5)C)O. Drug 2: CNC(=O)C1=CC=CC=C1SC2=CC3=C(C=C2)C(=NN3)C=CC4=CC=CC=N4. Cell line: HT29. Synergy scores: CSS=10.4, Synergy_ZIP=-0.832, Synergy_Bliss=4.39, Synergy_Loewe=1.86, Synergy_HSA=2.32.